From a dataset of Full USPTO retrosynthesis dataset with 1.9M reactions from patents (1976-2016). Predict the reactants needed to synthesize the given product. (1) The reactants are: FC(F)(F)S(O[C:7]1[CH:12]=[CH:11][C:10]([CH:13]2[CH2:24][CH2:23][C:16]3([CH2:18][CH:17]3[C:19]([O:21][CH3:22])=[O:20])[CH2:15][CH2:14]2)=[CH:9][CH:8]=1)(=O)=O.[CH2:27]([NH2:34])[C:28]1[CH:33]=[CH:32][CH:31]=[CH:30][CH:29]=1.C(=O)([O-])[O-].[Cs+].[Cs+].CC(C1C=C(C(C)C)C(C2C=CC=CC=2P(C2CCCCC2)C2CCCCC2)=C(C(C)C)C=1)C. Given the product [CH2:27]([NH:34][C:7]1[CH:12]=[CH:11][C:10]([CH:13]2[CH2:24][CH2:23][C:16]3([CH2:18][CH:17]3[C:19]([O:21][CH3:22])=[O:20])[CH2:15][CH2:14]2)=[CH:9][CH:8]=1)[C:28]1[CH:33]=[CH:32][CH:31]=[CH:30][CH:29]=1, predict the reactants needed to synthesize it. (2) Given the product [OH:15][CH:14]([CH3:16])[CH2:13][O:1][C:2]1[CH:3]=[C:4]([CH3:12])[C:5]([C:9](=[O:11])[CH3:10])=[C:6]([CH3:8])[CH:7]=1, predict the reactants needed to synthesize it. The reactants are: [OH:1][C:2]1[CH:7]=[C:6]([CH3:8])[C:5]([C:9](=[O:11])[CH3:10])=[C:4]([CH3:12])[CH:3]=1.[CH3:13][CH:14]1[CH2:16][O:15]1. (3) Given the product [CH2:1]([C:3](=[CH:9][CH2:10][O:11][C@@H:12]1[CH2:17][CH2:16][CH2:15][C@H:14]([O:18][CH2:19][C:20]2[N:21]=[C:22]([C:26]3[CH:31]=[CH:30][C:29]([F:32])=[CH:28][CH:27]=3)[O:23][C:24]=2[CH3:25])[CH2:13]1)[C:4]([OH:6])=[O:5])[CH3:2], predict the reactants needed to synthesize it. The reactants are: [CH2:1]([C:3](=[CH:9][CH2:10][O:11][C@@H:12]1[CH2:17][CH2:16][CH2:15][C@H:14]([O:18][CH2:19][C:20]2[N:21]=[C:22]([C:26]3[CH:31]=[CH:30][C:29]([F:32])=[CH:28][CH:27]=3)[O:23][C:24]=2[CH3:25])[CH2:13]1)[C:4]([O:6]CC)=[O:5])[CH3:2].[OH-].[Na+].Cl. (4) Given the product [Cl:1][C:2]1[C:3]([F:19])=[CH:4][CH:5]=[C:6]2[C:10]=1[NH:9][CH:8]=[C:7]2[CH2:11][C@H:12]1[NH:16][C:15](=[O:17])[N:14]([CH3:22])[C:13]1=[O:18], predict the reactants needed to synthesize it. The reactants are: [Cl:1][C:2]1[C:3]([F:19])=[CH:4][CH:5]=[C:6]2[C:10]=1[NH:9][CH:8]=[C:7]2[CH2:11][C@H:12]1[NH:16][C:15](=[O:17])[NH:14][C:13]1=[O:18].CI.[CH2:22](Cl)Cl.CO. (5) Given the product [F:28][C:29]([C:34]([F:48])([F:49])[C:35]([F:46])([F:47])[C:36]([F:44])([F:45])[C:37]([F:42])([F:43])[C:38]([F:39])([F:40])[F:41])=[CH:30][CH2:31][N:32]([CH3:50])[CH2:33][CH2:24][CH2:23][CH2:22][CH2:21][C@@H:11]1[CH2:10][C:9]2[CH:8]=[C:7]([OH:27])[CH:6]=[CH:5][C:4]=2[C@@H:3]2[C@@H:12]1[C@H:13]1[C@@:17]([CH2:19][C@@H:2]2[F:1])([CH3:18])[C:16](=[O:20])[CH2:15][CH2:14]1, predict the reactants needed to synthesize it. The reactants are: [F:1][C@H:2]1[CH2:19][C@@:17]2([CH3:18])[C@@H:13]([CH2:14][CH2:15][C:16]2=[O:20])[C@H:12]2[C@H:3]1[C:4]1[CH:5]=[CH:6][C:7]([OH:27])=[CH:8][C:9]=1[CH2:10][C@H:11]2[CH2:21][CH2:22][CH2:23][CH2:24]CI.[F:28][C:29]([C:34]([F:49])([F:48])[C:35]([F:47])([F:46])[C:36]([F:45])([F:44])[C:37]([F:43])([F:42])[C:38]([F:41])([F:40])[F:39])=[CH:30][CH2:31][NH:32][CH3:33].[CH3:50]N1CCCC1=O. (6) Given the product [C:35]([C:39]1[CH:40]=[CH:41][C:42]([C:43]([N:19]([CH2:18][C:17]2[CH:33]=[CH:34][C:14]([C:13]#[C:12][C:9]3[CH:8]=[CH:7][C:6]([CH2:2][CH2:3][CH2:4][CH3:5])=[CH:11][CH:10]=3)=[CH:15][CH:16]=2)[C:20]2[CH:32]=[CH:31][C:23]3[O:24][C:25]([CH3:30])([CH3:29])[O:26][C:27](=[O:28])[C:22]=3[CH:21]=2)=[O:44])=[CH:46][CH:47]=1)([CH3:38])([CH3:36])[CH3:37], predict the reactants needed to synthesize it. The reactants are: Cl.[CH2:2]([C:6]1[CH:11]=[CH:10][C:9]([C:12]#[C:13][C:14]2[CH:34]=[CH:33][C:17]([CH2:18][NH:19][C:20]3[CH:32]=[CH:31][C:23]4[O:24][C:25]([CH3:30])([CH3:29])[O:26][C:27](=[O:28])[C:22]=4[CH:21]=3)=[CH:16][CH:15]=2)=[CH:8][CH:7]=1)[CH2:3][CH2:4][CH3:5].[C:35]([C:39]1[CH:47]=[CH:46][C:42]([C:43](Cl)=[O:44])=[CH:41][CH:40]=1)([CH3:38])([CH3:37])[CH3:36]. (7) Given the product [F:1][C:2]([F:20])([F:19])[C:3]1[CH:4]=[C:5]([C:7]2[CH:17]=[CH:16][C:10]3[O:11][CH2:12][C:13](=[O:15])[NH:14][C:9]=3[CH:8]=2)[N:29]([C:25]2[CH:26]=[CH:27][CH:28]=[C:23]([C:22]([F:21])([F:32])[F:31])[CH:24]=2)[N:30]=1, predict the reactants needed to synthesize it. The reactants are: [F:1][C:2]([F:20])([F:19])[C:3](=O)[CH2:4][C:5]([C:7]1[CH:17]=[CH:16][C:10]2[O:11][CH2:12][C:13](=[O:15])[NH:14][C:9]=2[CH:8]=1)=O.[F:21][C:22]([F:32])([F:31])[C:23]1[CH:24]=[C:25]([NH:29][NH2:30])[CH:26]=[CH:27][CH:28]=1. (8) Given the product [CH3:31][C:3]1[CH:30]=[CH:29][C:6]([CH2:7][NH:8][CH2:9][CH2:10][NH:11][C:12]([C:14]2[S:15][CH:16]=[CH:17][C:18]=2[NH:19][C:20]2[CH:25]=[CH:24][N:23]=[C:22]3[NH:26][CH:27]=[CH:28][C:21]=23)=[O:13])=[CH:5][CH:4]=1, predict the reactants needed to synthesize it. The reactants are: CO[C:3]1[CH:30]=[CH:29][C:6]([CH2:7][NH:8][CH2:9][CH2:10][NH:11][C:12]([C:14]2[S:15][CH:16]=[CH:17][C:18]=2[NH:19][C:20]2[CH:25]=[CH:24][N:23]=[C:22]3[NH:26][CH:27]=[CH:28][C:21]=23)=[O:13])=[CH:5][CH:4]=1.[CH3:31]C1C=CC(C=O)=CC=1.